Dataset: Catalyst prediction with 721,799 reactions and 888 catalyst types from USPTO. Task: Predict which catalyst facilitates the given reaction. Reactant: CS(O)(=O)=O.[CH3:6][C:7]1[CH:16]=[C:15]([OH:17])[C:14]2[C:9](=[CH:10][CH:11]=[CH:12][CH:13]=2)[C:8]=1[OH:18].[CH3:19][C:20]([CH3:26])=[CH:21][C:22](OC)=[O:23]. Product: [OH:18][C:8]1[C:7]([CH3:6])=[C:16]2[C:15](=[C:14]3[CH:13]=[CH:12][CH:11]=[CH:10][C:9]=13)[O:17][C:22](=[O:23])[CH2:21][C:20]2([CH3:26])[CH3:19]. The catalyst class is: 6.